This data is from Reaction yield outcomes from USPTO patents with 853,638 reactions. The task is: Predict the reaction yield, written as a fraction of the theoretical maximum amount of product (1.0 means a 100% yield; for example, 0.34 means a 34% yield). (1) The reactants are I([O-])(=O)(=O)=[O:2].[Na+].[Cl:7][C:8]1[CH:13]=[CH:12][CH:11]=[C:10]([CH2:14][CH:15]=C)[C:9]=1[OH:17].[BH4-].[Na+]. The catalyst is C1COCC1.O.[Cl-].[Na+].O.[Os](=O)(=O)(=O)=O. The product is [Cl:7][C:8]1[CH:13]=[CH:12][CH:11]=[C:10]([CH2:14][CH2:15][OH:2])[C:9]=1[OH:17]. The yield is 0.360. (2) The reactants are [F:1][C:2]([F:23])([F:22])[O:3][C:4]1[CH:9]=[CH:8][C:7](/[CH:10]=[CH:11]/[C:12]2[CH:21]=[CH:20][C:15]([C:16](OC)=[O:17])=[CH:14][CH:13]=2)=[CH:6][CH:5]=1. The catalyst is CCOCC. The product is [F:1][C:2]([F:22])([F:23])[O:3][C:4]1[CH:9]=[CH:8][C:7](/[CH:10]=[CH:11]/[C:12]2[CH:21]=[CH:20][C:15]([CH2:16][OH:17])=[CH:14][CH:13]=2)=[CH:6][CH:5]=1. The yield is 0.820. (3) The reactants are [CH3:1][C:2]1[CH:7]=[CH:6][C:5]([S:8][CH2:9][C:10]2[CH:19]=[CH:18][CH:17]=[CH:16][C:11]=2[C:12]([O:14][CH3:15])=[O:13])=[C:4]([N+:20]([O-])=O)[CH:3]=1.[NH4+].[Cl-]. The catalyst is CO.[Zn]. The product is [NH2:20][C:4]1[CH:3]=[C:2]([CH3:1])[CH:7]=[CH:6][C:5]=1[S:8][CH2:9][C:10]1[CH:19]=[CH:18][CH:17]=[CH:16][C:11]=1[C:12]([O:14][CH3:15])=[O:13]. The yield is 0.850.